This data is from Reaction yield outcomes from USPTO patents with 853,638 reactions. The task is: Predict the reaction yield, written as a fraction of the theoretical maximum amount of product (1.0 means a 100% yield; for example, 0.34 means a 34% yield). (1) The yield is 0.790. The reactants are [NH2:1][C:2]1[CH:7]=[CH:6][C:5]([NH:8][C:9](=[O:15])/[CH:10]=[CH:11]\[C:12]([OH:14])=[O:13])=[CH:4][CH:3]=1.O.[NH3:17]. The catalyst is O. The product is [OH2:13].[NH2:1][C:2]1[CH:3]=[CH:4][C:5]([NH:8][C:9](=[O:15])/[CH:10]=[CH:11]\[C:12]([O-:14])=[O:13])=[CH:6][CH:7]=1.[NH4+:17]. (2) The reactants are ClC(Cl)(Cl)C[O:4][C:5]([C@@H:7]1[CH2:12][CH2:11][CH2:10][N:9]([C:13](=[O:24])[C@@H:14]([NH:16][C:17](=[O:23])[C@@H:18]([OH:22])[CH:19]([CH3:21])[CH3:20])[CH3:15])[NH:8]1)=[O:6].C([O-])(=O)C.[NH4+]. The catalyst is O1CCCC1.O.[Zn]. The product is [OH:22][C@@H:18]([CH:19]([CH3:21])[CH3:20])[C:17]([NH:16][C@@H:14]([CH3:15])[C:13]([N:9]1[CH2:10][CH2:11][CH2:12][C@@H:7]([C:5]([OH:6])=[O:4])[NH:8]1)=[O:24])=[O:23]. The yield is 0.990. (3) The reactants are [CH3:1][O:2][C:3]([C:5]1[C:18]2[C:17](=[O:19])[C:16]3[C:11](=[CH:12][CH:13]=[C:14]([CH3:20])[CH:15]=3)[O:10][C:9]=2[CH:8]=[CH:7][CH:6]=1)=[O:4].[Br:21]N1C(=O)CCC1=O. The catalyst is C(Cl)(Cl)(Cl)Cl.C(OOC(=O)C1C=CC=CC=1)(=O)C1C=CC=CC=1. The product is [CH3:1][O:2][C:3]([C:5]1[C:18]2[C:17](=[O:19])[C:16]3[C:11](=[CH:12][CH:13]=[C:14]([CH2:20][Br:21])[CH:15]=3)[O:10][C:9]=2[CH:8]=[CH:7][CH:6]=1)=[O:4]. The yield is 0.450. (4) The reactants are [OH:1][CH:2]([CH2:29][OH:30])[CH2:3][NH:4][C:5]1[CH:12]=[C:11]([N:13]2[C:21]3[CH2:20][C:19]([CH3:23])([CH3:22])[CH2:18][C:17](=[O:24])[C:16]=3[C:15]([C:25]([F:28])([F:27])[F:26])=[N:14]2)[CH:10]=[CH:9][C:6]=1[C:7]#[N:8].[OH-:31].[Na+].OO. The catalyst is CCO.O. The product is [OH:1][CH:2]([CH2:29][OH:30])[CH2:3][NH:4][C:5]1[CH:12]=[C:11]([N:13]2[C:21]3[CH2:20][C:19]([CH3:22])([CH3:23])[CH2:18][C:17](=[O:24])[C:16]=3[C:15]([C:25]([F:27])([F:28])[F:26])=[N:14]2)[CH:10]=[CH:9][C:6]=1[C:7]([NH2:8])=[O:31]. The yield is 0.290. (5) The reactants are [CH3:1][O:2][C:3](=[O:17])[CH:4]([NH:7][C:8](=[O:16])[C:9]1[CH:14]=[CH:13][CH:12]=[C:11]([Cl:15])[CH:10]=1)[CH2:5]O.BrC(Cl)(Cl)Cl.C1CCN2C(=NCCC2)CC1. The catalyst is C(Cl)Cl. The product is [CH3:1][O:2][C:3]([C:4]1[N:7]=[C:8]([C:9]2[CH:14]=[CH:13][CH:12]=[C:11]([Cl:15])[CH:10]=2)[O:16][CH:5]=1)=[O:17]. The yield is 0.590. (6) The reactants are [N:1]1[CH:6]=[CH:5][CH:4]=[C:3]([C@@H:7]2[CH2:11][CH2:10][C@@H:9]([N:12]3C(=O)C4=CC=CC=C4C3=O)[CH2:8]2)[CH:2]=1. The catalyst is CCO. The product is [N:1]1[CH:6]=[CH:5][CH:4]=[C:3]([C@@H:7]2[CH2:11][CH2:10][C@@H:9]([NH2:12])[CH2:8]2)[CH:2]=1. The yield is 0.970. (7) The reactants are [F:1][CH:2]([F:46])[C:3]1[N:7]([C:8]2[N:13]=[C:12]([N:14]3[CH2:19][CH2:18][O:17][CH2:16][CH2:15]3)[N:11]=[C:10]([N:20]([CH2:34][CH2:35][CH2:36][N:37]([CH3:39])[CH3:38])[CH:21]3[CH2:26][CH2:25][CH2:24][N:23](C(OC(C)(C)C)=O)[CH2:22]3)[N:9]=2)[C:6]2[CH:40]=[CH:41][CH:42]=[C:43]([O:44][CH3:45])[C:5]=2[N:4]=1.C(O)(C(F)(F)F)=O. The catalyst is C(Cl)Cl. The product is [F:46][CH:2]([F:1])[C:3]1[N:7]([C:8]2[N:13]=[C:12]([N:14]3[CH2:15][CH2:16][O:17][CH2:18][CH2:19]3)[N:11]=[C:10]([N:20]([CH:21]3[CH2:26][CH2:25][CH2:24][NH:23][CH2:22]3)[CH2:34][CH2:35][CH2:36][N:37]([CH3:39])[CH3:38])[N:9]=2)[C:6]2[CH:40]=[CH:41][CH:42]=[C:43]([O:44][CH3:45])[C:5]=2[N:4]=1. The yield is 0.880. (8) The reactants are [Br:1][C:2]1[CH:3]=[C:4]([CH2:8][C:9]#[N:10])[CH:5]=[N:6][CH:7]=1.Br[CH2:12][CH2:13]Cl.CCOC(C)=O. The catalyst is [OH-].[Na+].[Cl-].C([N+](CC)(CC)CC)C1C=CC=CC=1. The product is [Br:1][C:2]1[CH:3]=[C:4]([C:8]2([C:9]#[N:10])[CH2:13][CH2:12]2)[CH:5]=[N:6][CH:7]=1. The yield is 0.550. (9) The reactants are [F:1][C:2]1[CH:23]=[CH:22][C:5]([CH2:6][NH:7][C:8]([C:10]2[S:18][C:17]3[N:12]([C:13](=[O:21])[NH:14][C:15](=[O:20])[C:16]=3[CH3:19])[CH:11]=2)=[O:9])=[CH:4][CH:3]=1.[CH3:24][O:25][C:26](=[O:36])[C:27]1[CH:32]=[CH:31][C:30]([CH2:33]Br)=[CH:29][C:28]=1[CH3:35]. No catalyst specified. The product is [CH3:24][O:25][C:26](=[O:36])[C:27]1[CH:32]=[CH:31][C:30]([CH2:33][N:14]2[C:15](=[O:20])[C:16]([CH3:19])=[C:17]3[S:18][C:10]([C:8](=[O:9])[NH:7][CH2:6][C:5]4[CH:4]=[CH:3][C:2]([F:1])=[CH:23][CH:22]=4)=[CH:11][N:12]3[C:13]2=[O:21])=[CH:29][C:28]=1[CH3:35]. The yield is 0.750.